This data is from Forward reaction prediction with 1.9M reactions from USPTO patents (1976-2016). The task is: Predict the product of the given reaction. Given the reactants [C:1]1([CH:7]2[NH:12][CH2:11][CH2:10][N:9]([CH2:13][C:14]3[CH:19]=[CH:18][C:17]([C:20]4[CH:25]=[CH:24][CH:23]=[CH:22][C:21]=4[C:26]([F:29])([F:28])[F:27])=[CH:16][CH:15]=3)[CH2:8]2)[CH:6]=[CH:5][CH:4]=[CH:3][CH:2]=1.[C:30](Cl)(=[O:32])[CH3:31].C(N(CC)C(C)C)(C)C, predict the reaction product. The product is: [C:1]1([CH:7]2[CH2:8][N:9]([CH2:13][C:14]3[CH:19]=[CH:18][C:17]([C:20]4[CH:25]=[CH:24][CH:23]=[CH:22][C:21]=4[C:26]([F:28])([F:29])[F:27])=[CH:16][CH:15]=3)[CH2:10][CH2:11][N:12]2[C:30](=[O:32])[CH3:31])[CH:2]=[CH:3][CH:4]=[CH:5][CH:6]=1.